From a dataset of Forward reaction prediction with 1.9M reactions from USPTO patents (1976-2016). Predict the product of the given reaction. (1) Given the reactants [F:1][C:2]1[C:3]([C:14]([O:16]CC)=[O:15])=[N:4][O:5][C:6]=1[C:7]1[CH:12]=[CH:11][C:10]([F:13])=[CH:9][CH:8]=1.[Li+].[OH-].Cl, predict the reaction product. The product is: [F:1][C:2]1[C:3]([C:14]([OH:16])=[O:15])=[N:4][O:5][C:6]=1[C:7]1[CH:8]=[CH:9][C:10]([F:13])=[CH:11][CH:12]=1. (2) Given the reactants [Cl:1][C:2]1[CH:12]=[CH:11][CH:10]=[C:9]([Si:13]([CH3:16])([CH3:15])[CH3:14])[C:3]=1[C:4](NCC)=[O:5].[C:17](=[O:28])([O:23][C:24]([CH3:27])([CH3:26])[CH3:25])OC(C)(C)C.[C:29](#[N:31])[CH3:30], predict the reaction product. The product is: [Cl:1][C:2]1[CH:12]=[CH:11][CH:10]=[C:9]([Si:13]([CH3:14])([CH3:15])[CH3:16])[C:3]=1[C:4]([CH2:30][CH2:29][NH:31][C:17](=[O:28])[O:23][C:24]([CH3:25])([CH3:26])[CH3:27])=[O:5]. (3) Given the reactants [Cl:1][C:2]1[CH:7]=[C:6]([F:8])[CH:5]=[CH:4][C:3]=1[C:9]1[C:10]([CH3:25])=[N:11][N:12]([CH3:24])[C:13]=1[CH:14]([C:16]1[CH:21]=[CH:20][C:19]([F:22])=[CH:18][C:17]=1[F:23])O.C(N(S(F)(F)[F:32])CC)C, predict the reaction product. The product is: [Cl:1][C:2]1[CH:7]=[C:6]([F:8])[CH:5]=[CH:4][C:3]=1[C:9]1[C:10]([CH3:25])=[N:11][N:12]([CH3:24])[C:13]=1[CH:14]([C:16]1[CH:21]=[CH:20][C:19]([F:22])=[CH:18][C:17]=1[F:23])[F:32]. (4) Given the reactants [I:1][C:2]1[CH:16]=[C:15](OC)[C:14](I)=[CH:13][C:3]=1[O:4][C:5]1[C:6]([NH2:12])=[N:7][C:8]([NH2:11])=[N:9][CH:10]=1.[CH3:20][Si:21]([C:24]#[CH:25])([CH3:23])[CH3:22].C(N(C(C)C)CC)(C)C.[NH4+].[Cl-], predict the reaction product. The product is: [CH3:20][Si:21]([CH3:23])([CH3:22])[C:24]#[C:25][C:2]1[CH:16]=[CH:15][C:14]([Si:21]([CH3:23])([CH3:22])[CH3:20])=[CH:13][C:3]=1[O:4][C:5]1[C:6]([NH2:12])=[N:7][C:8]([NH2:11])=[N:9][CH:10]=1.[I:1][C:2]1[CH:16]=[CH:15][C:14]([C:25]#[C:24][Si:21]([CH3:23])([CH3:22])[CH3:20])=[CH:13][C:3]=1[O:4][C:5]1[C:6]([NH2:12])=[N:7][C:8]([NH2:11])=[N:9][CH:10]=1. (5) The product is: [F:1][C:2]1[CH:7]=[C:6]([F:8])[CH:5]=[CH:4][C:3]=1[C:9]([OH:34])([CH2:28][N:29]1[CH:33]=[N:32][N:31]=[N:30]1)[C:10]([F:27])([F:26])[C:11]1[CH:16]=[CH:15][C:14]([CH2:17][CH2:18][CH2:19][O:20][CH2:21][C:22]([F:25])([F:24])[F:23])=[CH:13][N:12]=1. Given the reactants [F:1][C:2]1[CH:7]=[C:6]([F:8])[CH:5]=[CH:4][C:3]=1[C:9]([OH:34])([CH2:28][N:29]1[CH:33]=[N:32][N:31]=[N:30]1)[C:10]([F:27])([F:26])[C:11]1[CH:16]=[CH:15][C:14](/[CH:17]=[CH:18]/[CH2:19][O:20][CH2:21][C:22]([F:25])([F:24])[F:23])=[CH:13][N:12]=1, predict the reaction product.